Predict the reactants needed to synthesize the given product. From a dataset of Full USPTO retrosynthesis dataset with 1.9M reactions from patents (1976-2016). (1) Given the product [NH2:41][C:37]1[N:36]=[CH:35][N:34]=[C:33]2[C:38]=1[N:39]=[CH:40][N:32]2[C@H:24]1[C@H:25]([OH:29])[C@H:26]([OH:27])[C@@H:22]([CH2:21][N:17]([CH2:16][CH2:15][CH2:14][CH2:13][C:11]2[NH:10][C:9]3[CH:42]=[CH:43][C:6]([C:2]([CH3:4])([CH3:3])[CH3:5])=[CH:7][C:8]=3[N:12]=2)[CH:18]([CH3:20])[CH3:19])[O:23]1, predict the reactants needed to synthesize it. The reactants are: Cl.[C:2]([C:6]1[CH:43]=[CH:42][C:9]2[NH:10][C:11]([CH2:13][CH2:14][CH2:15][CH2:16][N:17]([CH2:21][C@@H:22]3[C@H:26]4[O:27]C(C)(C)[O:29][C@H:25]4[C@H:24]([N:32]4[CH:40]=[N:39][C:38]5[C:33]4=[N:34][CH:35]=[N:36][C:37]=5[NH2:41])[O:23]3)[CH:18]([CH3:20])[CH3:19])=[N:12][C:8]=2[CH:7]=1)([CH3:5])([CH3:4])[CH3:3]. (2) Given the product [NH2:6][C:7]1[N:11]([C@H:12]2[CH2:13][CH2:14][C@@H:15]([CH3:28])[NH:16][CH2:17]2)[N:10]=[C:9]([C:29]2[CH:34]=[CH:33][C:32]([O:35][C:36]3[CH:41]=[CH:40][C:39]([F:42])=[CH:38][C:37]=3[F:43])=[CH:31][CH:30]=2)[C:8]=1[C:44]([NH2:45])=[O:46], predict the reactants needed to synthesize it. The reactants are: S(=O)(=O)(O)O.[NH2:6][C:7]1[N:11]([C@H:12]2[CH2:17][N:16](C(OCC3C=CC=CC=3)=O)[C@@H:15]([CH3:28])[CH2:14][CH2:13]2)[N:10]=[C:9]([C:29]2[CH:34]=[CH:33][C:32]([O:35][C:36]3[CH:41]=[CH:40][C:39]([F:42])=[CH:38][C:37]=3[F:43])=[CH:31][CH:30]=2)[C:8]=1[C:44]#[N:45].[OH-:46].[NH4+]. (3) Given the product [NH2:3][C:4]1[C:13]([C:14]([OH:16])=[O:15])=[C:7]2[CH:8]=[CH:9][C:10]([Cl:12])=[CH:11][N:6]2[N:5]=1, predict the reactants needed to synthesize it. The reactants are: [OH-].[K+].[NH2:3][C:4]1[C:13]([C:14]([O:16]CC)=[O:15])=[C:7]2[CH:8]=[CH:9][C:10]([Cl:12])=[CH:11][N:6]2[N:5]=1.Cl. (4) The reactants are: Cl[C:2]1[N:7]=[C:6]([NH:8][C:9]2[S:10][C:11]3[CH:17]=[C:16]([O:18][CH2:19][CH3:20])[CH:15]=[CH:14][C:12]=3[N:13]=2)[CH:5]=[C:4]([C:21]([F:30])([F:29])[C:22]2[CH:27]=[CH:26][C:25]([F:28])=[CH:24][CH:23]=2)[N:3]=1.[NH2:31][C:32]1[CH:37]=[CH:36][C:35]([S:38]([NH:41][C:42](=[O:44])[CH3:43])(=[O:40])=[O:39])=[CH:34][CH:33]=1.O.C1(C)C=CC(S(O)(=O)=O)=CC=1. Given the product [F:29][C:21]([F:30])([C:22]1[CH:27]=[CH:26][C:25]([F:28])=[CH:24][CH:23]=1)[C:4]1[CH:5]=[C:6]([NH:8][C:9]2[S:10][C:11]3[CH:17]=[C:16]([O:18][CH2:19][CH3:20])[CH:15]=[CH:14][C:12]=3[N:13]=2)[N:7]=[C:2]([NH:31][C:32]2[CH:37]=[CH:36][C:35]([S:38]([NH:41][C:42](=[O:44])[CH3:43])(=[O:40])=[O:39])=[CH:34][CH:33]=2)[N:3]=1, predict the reactants needed to synthesize it. (5) Given the product [ClH:91].[ClH:91].[Br:55][C:51]1[CH:50]=[C:49]2[C:54](=[CH:53][CH:52]=1)[C:45]([CH2:44][N:37]1[C:38]3[CH:43]=[CH:42][CH:41]=[CH:40][C:39]=3[N:33]([C:31](=[O:32])[C:27]3[CH:28]=[CH:29][CH:30]=[C:25]([C:24]([N:17]4[C:18]5[CH:23]=[CH:22][CH:21]=[CH:20][C:19]=5[N:13]([CH2:12][C:8]5[C:9]6[C:4](=[CH:3][C:2]([Br:1])=[CH:11][CH:10]=6)[CH:5]=[CH:6][C:7]=5[O:89][CH3:90])[C:14](=[O:88])[C@@H:15]([NH:74][C:75](=[O:87])[C@@H:76]([NH:78][CH3:79])[CH3:77])[CH2:16]4)=[O:73])[CH:26]=3)[CH2:34][C@H:35]([NH:59][C:60](=[O:72])[C@@H:61]([NH:63][CH3:64])[CH3:62])[C:36]1=[O:58])=[C:46]([O:56][CH3:57])[CH:47]=[CH:48]2, predict the reactants needed to synthesize it. The reactants are: [Br:1][C:2]1[CH:3]=[C:4]2[C:9](=[CH:10][CH:11]=1)[C:8]([CH2:12][N:13]1[C:19]3[CH:20]=[CH:21][CH:22]=[CH:23][C:18]=3[N:17]([C:24](=[O:73])[C:25]3[CH:30]=[CH:29][CH:28]=[C:27]([C:31]([N:33]4[C:39]5[CH:40]=[CH:41][CH:42]=[CH:43][C:38]=5[N:37]([CH2:44][C:45]5[C:54]6[C:49](=[CH:50][C:51]([Br:55])=[CH:52][CH:53]=6)[CH:48]=[CH:47][C:46]=5[O:56][CH3:57])[C:36](=[O:58])[C@@H:35]([NH:59][C:60](=[O:72])[C@@H:61]([N:63](C(OC(C)(C)C)=O)[CH3:64])[CH3:62])[CH2:34]4)=[O:32])[CH:26]=3)[CH2:16][C@H:15]([NH:74][C:75](=[O:87])[C@@H:76]([N:78](C)[C:79](=O)OC(C)(C)C)[CH3:77])[C:14]1=[O:88])=[C:7]([O:89][CH3:90])[CH:6]=[CH:5]2.[ClH:91].